Dataset: Experimentally validated miRNA-target interactions with 360,000+ pairs, plus equal number of negative samples. Task: Binary Classification. Given a miRNA mature sequence and a target amino acid sequence, predict their likelihood of interaction. (1) The protein sequence of the target gene is MEFRQEEFRKLAGRALGRLHRLLEKRQEGAETLELSADGRPVTTHTRDPPVVDCTCFGLPRRYIIAIMSGLGFCISFGIRCNLGVAIVSMVNNSTTHRGGHVVVQKAQFNWDPETVGLIHGSFFWGYIVTQIPGGFICQKFAANRVFGFAIVATSTLNMLIPSAARVHYGCVIFVRILQGLVEGVTYPACHGIWSKWAPPLERSRLATTAFCGSYAGAVVAMPLAGVLVQYSGWSSVFYVYGSFGIFWYLFWLLVSYESPALHPSISEEERKYIEDAIGESAKLMNPVTKFNTPWRRFFT.... Result: 1 (interaction). The miRNA is rno-miR-327 with sequence CCUUGAGGGGCAUGAGGGU. (2) The miRNA is hsa-miR-2054 with sequence CUGUAAUAUAAAUUUAAUUUAUU. The protein sequence of the target gene is MANSQPKASQQRQAKVMTAAAGSASRVAVPLLLCALLVPGGAYVLDDSDGLGREFDGIGAVSGGGATSRLLVNYPEPYRSEILDYLFKPNFGASLHILKVEIGGDGQTTDGTEPSHMHYELDENYFRGYEWWLMKEAKKRNPDIILMGLPWSFPGWLGKGFSWPYVNLQLTAYYVVRWILGAKHYHDLDIDYIGIWNERPFDANYIKELRKMLDYQGLQRVRIIASDNLWEPISSSLLLDQELWKVVDVIGAHYPGTYTVWNAKMSGKKLWSSEDFSTINSNVGAGCWSRILNQNYINGN.... Result: 0 (no interaction). (3) The miRNA is hsa-miR-1304-3p with sequence UCUCACUGUAGCCUCGAACCCC. The protein sequence of the target gene is MSQKQEEENPAEETGEEKQDTQEKEGILPERAEEAKLKAKYPSLGQKPGGSDFLMKRLQKGQKYFDSGDYNMAKAKMKNKQLPSAGPDKNLVTGDHIPTPQDLPQRKSSLVTSKLAGGQVE. Result: 1 (interaction). (4) The miRNA is hsa-miR-596 with sequence AAGCCUGCCCGGCUCCUCGGG. The protein sequence of the target gene is MTEELITPVYCTGVSAQVQKKRDKELGLGRHENAIKYLGQDYETLRARCLQSGVLFQDEAFPPVSHSLGFKELGPHSSKTYGIKWKRPTELMSNPQFIVDGATRTDICQGALGDCWLLAAIASLTLNETILHRVVPYGQSFQDGYAGIFHFQLWQFGEWVDVVIDDLLPTKDGKLVFVHSAQGNEFWSALLEKAYAKVNGSYEALSGGCTSEAFEDFTGGVTEWYDLQKAPSDLYQIILKALERGSLLGCSINISDIRDLEAITFKNLVRGHAYSVTGAKQVTYQGQRVNLIRMRNPWGE.... Result: 0 (no interaction). (5) The miRNA is mmu-miR-297a-5p with sequence AUGUAUGUGUGCAUGUGCAUGU. The protein sequence of the target gene is MTSDQDAKVVAEPQAQRVQEGKDSSHLMNGPISQTTSQTRSLPALTQVPTTKVSELNPNAKVWGTHMLHLEASSAAVGVNAAWEEAPGHPTDCDQQVLGLDANGDGDKSRENAALPDAQEAEQTDMSTLALDHSEYEPLPENNDTGGNESQPESQEDPREVLKKTLEFCLSRENLASDMYLISQMDSDQYVPITTVANLDHIKKLSTDVDLIVEVLRSLPLVQVDEKGEKVRPNQNRCIVILREISESTPVEEVEALFKGDNLPKFINCEFAYNDNWFITFETEADAQQAYKYLREEVRT.... Result: 1 (interaction).